Dataset: NCI-60 drug combinations with 297,098 pairs across 59 cell lines. Task: Regression. Given two drug SMILES strings and cell line genomic features, predict the synergy score measuring deviation from expected non-interaction effect. (1) Drug 1: CC(C)CN1C=NC2=C1C3=CC=CC=C3N=C2N. Drug 2: CCC1(C2=C(COC1=O)C(=O)N3CC4=CC5=C(C=CC(=C5CN(C)C)O)N=C4C3=C2)O.Cl. Cell line: SN12C. Synergy scores: CSS=44.6, Synergy_ZIP=-1.42, Synergy_Bliss=-2.89, Synergy_Loewe=-18.9, Synergy_HSA=-3.74. (2) Drug 1: CN(C)C1=NC(=NC(=N1)N(C)C)N(C)C. Drug 2: CN(C(=O)NC(C=O)C(C(C(CO)O)O)O)N=O. Cell line: UACC-257. Synergy scores: CSS=-4.52, Synergy_ZIP=0.929, Synergy_Bliss=-2.48, Synergy_Loewe=-6.61, Synergy_HSA=-7.40. (3) Drug 1: CC1=CC2C(CCC3(C2CCC3(C(=O)C)OC(=O)C)C)C4(C1=CC(=O)CC4)C. Drug 2: C1=CN(C=N1)CC(O)(P(=O)(O)O)P(=O)(O)O. Cell line: COLO 205. Synergy scores: CSS=3.42, Synergy_ZIP=1.40, Synergy_Bliss=5.29, Synergy_Loewe=4.28, Synergy_HSA=3.20. (4) Drug 1: CS(=O)(=O)C1=CC(=C(C=C1)C(=O)NC2=CC(=C(C=C2)Cl)C3=CC=CC=N3)Cl. Drug 2: B(C(CC(C)C)NC(=O)C(CC1=CC=CC=C1)NC(=O)C2=NC=CN=C2)(O)O. Synergy scores: CSS=-3.65, Synergy_ZIP=1.27, Synergy_Bliss=-0.438, Synergy_Loewe=-5.07, Synergy_HSA=-6.65. Cell line: COLO 205. (5) Drug 1: CC(C)(C#N)C1=CC(=CC(=C1)CN2C=NC=N2)C(C)(C)C#N. Drug 2: CCN(CC)CCCC(C)NC1=C2C=C(C=CC2=NC3=C1C=CC(=C3)Cl)OC. Cell line: OVCAR-4. Synergy scores: CSS=6.34, Synergy_ZIP=-1.90, Synergy_Bliss=0.835, Synergy_Loewe=-4.40, Synergy_HSA=-5.20. (6) Drug 1: CCC(=C(C1=CC=CC=C1)C2=CC=C(C=C2)OCCN(C)C)C3=CC=CC=C3.C(C(=O)O)C(CC(=O)O)(C(=O)O)O. Drug 2: C1C(C(OC1N2C=NC3=C2NC=NCC3O)CO)O. Cell line: HCT-15. Synergy scores: CSS=5.02, Synergy_ZIP=-5.81, Synergy_Bliss=-9.77, Synergy_Loewe=-5.05, Synergy_HSA=-7.57. (7) Drug 1: COC1=C(C=C2C(=C1)N=CN=C2NC3=CC(=C(C=C3)F)Cl)OCCCN4CCOCC4. Drug 2: CC1C(C(=O)NC(C(=O)N2CCCC2C(=O)N(CC(=O)N(C(C(=O)O1)C(C)C)C)C)C(C)C)NC(=O)C3=C4C(=C(C=C3)C)OC5=C(C(=O)C(=C(C5=N4)C(=O)NC6C(OC(=O)C(N(C(=O)CN(C(=O)C7CCCN7C(=O)C(NC6=O)C(C)C)C)C)C(C)C)C)N)C. Cell line: NCI-H460. Synergy scores: CSS=38.6, Synergy_ZIP=11.5, Synergy_Bliss=19.9, Synergy_Loewe=19.1, Synergy_HSA=18.8.